Dataset: Forward reaction prediction with 1.9M reactions from USPTO patents (1976-2016). Task: Predict the product of the given reaction. (1) Given the reactants Br.C(OC([N:12]1[CH2:17][CH2:16][N:15]([CH2:18][CH2:19][NH:20][C:21]([C:23]2[C:24]3[N:31]([CH2:32][CH3:33])[C:30]([C:34]4[C:38]([NH2:39])=[N:37][O:36][N:35]=4)=[N:29][C:25]=3[CH:26]=[N:27][CH:28]=2)=[O:22])[CH2:14][CH2:13]1)=O)C1C=CC=CC=1.[Cl:40]CCl, predict the reaction product. The product is: [ClH:40].[ClH:40].[N:15]1([CH2:18][CH2:19][NH:20][C:21]([C:23]2[C:24]3[N:31]([CH2:32][CH3:33])[C:30]([C:34]4[C:38]([NH2:39])=[N:37][O:36][N:35]=4)=[N:29][C:25]=3[CH:26]=[N:27][CH:28]=2)=[O:22])[CH2:16][CH2:17][NH:12][CH2:13][CH2:14]1. (2) Given the reactants [F:1][CH:2]([F:24])[C:3]1[N:8]2[N:9]=[CH:10][C:11]([C:12]#[CH:13])=[C:7]2[N:6]=[C:5]([C:14]2[CH:19]=[CH:18][C:17]([C:20]([F:23])([F:22])[F:21])=[CH:16][CH:15]=2)[CH:4]=1.[NH2:25][C:26]1[N:33]=[CH:32][C:31](Br)=[CH:30][C:27]=1[C:28]#[N:29], predict the reaction product. The product is: [NH2:25][C:26]1[N:33]=[CH:32][C:31]([C:13]#[C:12][C:11]2[CH:10]=[N:9][N:8]3[C:3]([CH:2]([F:1])[F:24])=[CH:4][C:5]([C:14]4[CH:19]=[CH:18][C:17]([C:20]([F:23])([F:22])[F:21])=[CH:16][CH:15]=4)=[N:6][C:7]=23)=[CH:30][C:27]=1[C:28]#[N:29]. (3) Given the reactants O=[CH:2][C@@H]([C@H]([C@@H]([C@@H](CO)O)O)O)O.N[C@H](C(O)=O)CC[C:17](=O)[NH2:18].C[C@H]1[C@](O)(C(CO)=O)[C@:40]2(C)[C@H:26]([C@H:27]3[C@:37](F)([C@@H](O)C2)[C@:36]2(C)[C:30](=CC(C=C2)=O)[CH2:29][CH2:28]3)[CH2:25]1.C[CH:52]([CH2:54][N:55]1[C:64](=[O:65])[N:63]([CH3:66])[C:61](=O)C2N=CNC1=2)[CH3:53], predict the reaction product. The product is: [CH3:2][N:18]([C:30]1[CH:36]=[CH:37][C:27]([C:26]2[CH:40]=[CH:53][CH:52]=[C:54]([NH:55][C:64]([N:63]([CH3:61])[CH3:66])=[O:65])[CH:25]=2)=[CH:28][CH:29]=1)[CH3:17]. (4) The product is: [C:31](/[CH:30]=[CH:22]/[C:20]1[N:21]=[C:17]([S:16][CH2:15][C:14]([NH:13][CH2:12][C@@H:8]2[O:9][CH2:10][CH2:11][N:6]([CH2:5][C:4]3[CH:25]=[CH:26][C:27]([Cl:28])=[C:2]([Cl:1])[CH:3]=3)[CH2:7]2)=[O:24])[S:18][CH:19]=1)([OH:33])=[O:32]. Given the reactants [Cl:1][C:2]1[CH:3]=[C:4]([CH:25]=[CH:26][C:27]=1[Cl:28])[CH2:5][N:6]1[CH2:11][CH2:10][O:9][C@@H:8]([CH2:12][NH:13][C:14](=[O:24])[CH2:15][S:16][C:17]2[S:18][CH:19]=[C:20]([CH:22]=O)[N:21]=2)[CH2:7]1.C(O)(=O)[CH2:30][C:31]([OH:33])=[O:32].N1CCCCC1.Cl, predict the reaction product. (5) Given the reactants CCC1OC2C=C(O)C=CC=2C=1C(C1C=C(Br)C(O)=C(Br)C=1)=O.[C:24]([C:27]1[O:28][C:29]2[CH:35]=[C:34]([O:36][CH3:37])[CH:33]=[CH:32][C:30]=2[CH:31]=1)(=O)[CH3:25].NN, predict the reaction product. The product is: [CH2:24]([C:27]1[O:28][C:29]2[CH:35]=[C:34]([O:36][CH3:37])[CH:33]=[CH:32][C:30]=2[CH:31]=1)[CH3:25]. (6) The product is: [F:9][C:10]1[CH:11]=[C:12]([CH:13]=[CH:25][C:24]2[CH:27]=[CH:28][C:21]([F:20])=[CH:22][CH:23]=2)[CH:16]=[C:17]([F:19])[CH:18]=1. Given the reactants CC1C=CC(C)=CC=1.[F:9][C:10]1[CH:11]=[C:12]([CH:16]=[C:17]([F:19])[CH:18]=1)[C:13](Cl)=O.[F:20][C:21]1[CH:28]=[CH:27][C:24]([CH:25]=C)=[CH:23][CH:22]=1.CN1CCOCC1, predict the reaction product. (7) Given the reactants [C:1]([CH2:3][C:4]1[NH:8][N:7]=[C:6]([CH2:9][O:10][CH3:11])[N:5]=1)#[N:2].C([O:14][C:15](=O)[CH:16]([C:20]1[CH:25]=[CH:24][CH:23]=[CH:22][CH:21]=1)[C:17]([CH3:19])=O)C.C([O-])(=O)C.[NH4+].O, predict the reaction product. The product is: [CH3:11][O:10][CH2:9][C:6]1[NH:5][C:4]2=[C:3]([C:1]#[N:2])[C:17]([CH3:19])=[C:16]([C:20]3[CH:25]=[CH:24][CH:23]=[CH:22][CH:21]=3)[C:15](=[O:14])[N:8]2[N:7]=1.